From a dataset of Reaction yield outcomes from USPTO patents with 853,638 reactions. Predict the reaction yield, written as a fraction of the theoretical maximum amount of product (1.0 means a 100% yield; for example, 0.34 means a 34% yield). (1) The reactants are C([O:8][C:9]1[CH:14]=[C:13](F)[C:12]([O:16][CH3:17])=[CH:11][C:10]=1[C:18](=[O:20])[CH3:19])C1C=CC=CC=1.[CH2:21]([N:28]1[CH2:33][CH2:32][NH:31][CH2:30][CH2:29]1)[C:22]1[CH:27]=[CH:26][CH:25]=[CH:24][CH:23]=1.C(=O)([O-])[O-].[K+].[K+]. The catalyst is CN(C=O)C. The product is [CH2:21]([N:28]1[CH2:33][CH2:32][N:31]([C:13]2[C:12]([O:16][CH3:17])=[CH:11][C:10]([C:18](=[O:20])[CH3:19])=[C:9]([OH:8])[CH:14]=2)[CH2:30][CH2:29]1)[C:22]1[CH:23]=[CH:24][CH:25]=[CH:26][CH:27]=1. The yield is 0.730. (2) The reactants are [C:1]([C:5]1[O:6][C:7]2[C:13]([C:14]([C@@H:16]3[CH2:21][CH2:20][CH2:19][N:18]([C:22]([O:24][C:25]([CH3:28])([CH3:27])[CH3:26])=[O:23])[CH2:17]3)=[O:15])=[CH:12][CH:11]=[CH:10][C:8]=2[CH:9]=1)([CH3:4])([CH3:3])[CH3:2]. The catalyst is C1COCC1. The product is [C:1]([C:5]1[O:6][C:7]2[C:13]([C@:14]([C@@H:16]3[CH2:21][CH2:20][CH2:19][N:18]([C:22]([O:24][C:25]([CH3:28])([CH3:27])[CH3:26])=[O:23])[CH2:17]3)([OH:15])[CH2:10][CH2:8][CH2:9][CH2:5][O:6][CH3:7])=[CH:12][CH:11]=[CH:10][C:8]=2[CH:9]=1)([CH3:4])([CH3:2])[CH3:3]. The yield is 1.00.